From a dataset of Catalyst prediction with 721,799 reactions and 888 catalyst types from USPTO. Predict which catalyst facilitates the given reaction. (1) Reactant: [CH3:1][OH:2].[H-].[Na+].[CH3:5][O:6][C:7](=[O:16])[C:8]1[CH:13]=[C:12](Cl)[N:11]=[C:10]([Cl:15])[CH:9]=1. Product: [CH3:5][O:6][C:7](=[O:16])[C:8]1[CH:13]=[C:12]([O:2][CH3:1])[N:11]=[C:10]([Cl:15])[CH:9]=1. The catalyst class is: 683. (2) Reactant: [N+:1]([C:4]1[CH:9]=[C:8]([N:10]2[CH2:14][CH2:13][CH2:12][CH2:11]2)[CH:7]=[CH:6][C:5]=1[C:15](=[S:17])[NH2:16])([O-:3])=[O:2].[CH:18]12[O:24][CH:23]1[CH2:22][CH2:21][CH2:20][C:19]2=O. Product: [N+:1]([C:4]1[CH:9]=[C:8]([N:10]2[CH2:14][CH2:13][CH2:12][CH2:11]2)[CH:7]=[CH:6][C:5]=1[C:15]1[S:17][C:22]2[CH:23]([OH:24])[CH2:18][CH2:19][CH2:20][C:21]=2[N:16]=1)([O-:3])=[O:2]. The catalyst class is: 8. (3) Reactant: [CH:1]1([C:4]2[N:9]=[C:8]([C:10]#[N:11])[CH:7]=[CH:6][N:5]=2)[CH2:3][CH2:2]1.[O-:12][CH2:13][CH3:14].[Na+].C(OCC)C.[Cl-].[NH4+]. Product: [CH:1]1([C:4]2[N:9]=[C:8]([C:10](=[NH:11])[O:12][CH2:13][CH3:14])[CH:7]=[CH:6][N:5]=2)[CH2:3][CH2:2]1. The catalyst class is: 8.